From a dataset of Retrosynthesis with 50K atom-mapped reactions and 10 reaction types from USPTO. Predict the reactants needed to synthesize the given product. (1) Given the product CS(=O)(=O)C1CCN(c2cc(N[C@H]3CCN(C(=O)Cc4ccc(OC(F)(F)F)cc4)C3)nc3ccsc23)CC1, predict the reactants needed to synthesize it. The reactants are: CS(=O)(=O)C1CCN(c2cc(Cl)nc3ccsc23)CC1.N[C@H]1CCN(C(=O)Cc2ccc(OC(F)(F)F)cc2)C1. (2) Given the product Cc1cc(C#Cc2cn(CC(C)C)c(C)n2)ccn1, predict the reactants needed to synthesize it. The reactants are: CC(C)CBr.Cc1cc(C#Cc2c[nH]c(C)n2)ccn1. (3) Given the product COc1cccc(C(=O)NCCc2ccc(-c3ccc(C(C)CNS(=O)(=O)C(C)C)cc3)cc2)c1, predict the reactants needed to synthesize it. The reactants are: CC(CNS(=O)(=O)C(C)C)c1ccc(-c2ccc(CCN)cc2)cc1.COc1cccc(C(=O)Cl)c1. (4) Given the product O=C(CCl)CSC(=S)Nc1ccc(F)c(F)c1F, predict the reactants needed to synthesize it. The reactants are: Fc1ccc(NC(=S)[S-])c(F)c1F.O=C(CCl)CCl. (5) Given the product CC1(CC(COS(C)(=O)=O)NC(=O)OCc2ccccc2)CCCCC1, predict the reactants needed to synthesize it. The reactants are: CC1(CC(CO)NC(=O)OCc2ccccc2)CCCCC1.CS(=O)(=O)Cl.